This data is from Full USPTO retrosynthesis dataset with 1.9M reactions from patents (1976-2016). The task is: Predict the reactants needed to synthesize the given product. (1) Given the product [CH3:17][C:18]([CH3:23])([CH3:22])[CH2:19][CH2:20][NH:21][C:12]([C:11]1[CH:10]=[N:31][C:8]([O:7][CH2:1][CH2:2][CH2:3][CH2:4][CH2:5][CH3:6])=[CH:16][CH:15]=1)=[O:13], predict the reactants needed to synthesize it. The reactants are: [CH2:1]([O:7][C:8]1[CH:16]=[CH:15][C:11]([C:12](Cl)=[O:13])=[CH:10]C=1)[CH2:2][CH2:3][CH2:4][CH2:5][CH3:6].[CH3:17][C:18]([CH3:23])([CH3:22])[CH2:19][CH2:20][NH2:21].O.OC1C2N=N[NH:31]C=2C=CC=1. (2) Given the product [F:20][C:21]1[C:29]2[N:28]=[C:27]([O:30][C@H:31]3[C@H:35]4[O:36][CH2:37][C@@H:38]([OH:39])[C@H:34]4[O:33][CH2:32]3)[NH:26][C:25]=2[CH:24]=[C:23]([F:40])[C:22]=1[C:14]1[CH:15]=[CH:16][C:11]([C:8]2[CH:9]=[CH:10][C:5]([S:2]([CH3:1])(=[O:4])=[O:3])=[CH:6][CH:7]=2)=[CH:12][CH:13]=1, predict the reactants needed to synthesize it. The reactants are: [CH3:1][S:2]([C:5]1[CH:10]=[CH:9][C:8]([C:11]2[CH:16]=[CH:15][C:14](B(O)O)=[CH:13][CH:12]=2)=[CH:7][CH:6]=1)(=[O:4])=[O:3].[F:20][C:21]1[C:29]2[N:28]=[C:27]([O:30][C@H:31]3[C@H:35]4[O:36][CH2:37][C@@H:38]([OH:39])[C@H:34]4[O:33][CH2:32]3)[NH:26][C:25]=2[CH:24]=[C:23]([F:40])[C:22]=1I.[O-]P([O-])([O-])=O.[K+].[K+].[K+]. (3) Given the product [ClH:21].[C:1]([C:5]1[N:6]=[C:7]([N:15]2[CH2:20][CH2:19][N:18]([CH2:22][CH2:23][CH2:24][CH2:25][N:26]3[C:32]4[CH:33]=[CH:34][CH:35]=[CH:36][C:31]=4[C:30](=[O:37])[CH2:29][CH2:28][C:27]3=[O:38])[CH2:17][CH2:16]2)[CH:8]=[C:9]([CH:11]2[CH2:12][CH2:13][CH2:14]2)[N:10]=1)([CH3:4])([CH3:2])[CH3:3], predict the reactants needed to synthesize it. The reactants are: [C:1]([C:5]1[N:10]=[C:9]([CH:11]2[CH2:14][CH2:13][CH2:12]2)[CH:8]=[C:7]([N:15]2[CH2:20][CH2:19][NH:18][CH2:17][CH2:16]2)[N:6]=1)([CH3:4])([CH3:3])[CH3:2].[Cl:21][CH2:22][CH2:23][CH2:24][CH2:25][N:26]1[C:32]2[CH:33]=[CH:34][CH:35]=[CH:36][C:31]=2[C:30](=[O:37])[CH2:29][CH2:28][C:27]1=[O:38]. (4) Given the product [CH3:28][N:24]1[CH2:25][CH2:26][CH2:27][N:22]2[C:21](=[O:30])[N:20]=[C:19]([O:1][CH2:2][C:3]3[CH:4]=[CH:5][C:6]([O:11][C:12]4[CH:17]=[N:16][CH:15]=[N:14][CH:13]=4)=[C:7]([CH:10]=3)[C:8]#[N:9])[CH:29]=[C:23]12, predict the reactants needed to synthesize it. The reactants are: [OH:1][CH2:2][C:3]1[CH:4]=[CH:5][C:6]([O:11][C:12]2[CH:13]=[N:14][CH:15]=[N:16][CH:17]=2)=[C:7]([CH:10]=1)[C:8]#[N:9].Cl[C:19]1[CH:29]=[C:23]2[N:24]([CH3:28])[CH2:25][CH2:26][CH2:27][N:22]2[C:21](=[O:30])[N:20]=1. (5) Given the product [CH3:3][C:2]([C:4]1[CH:5]=[CH:6][C:7]([OH:10])=[CH:8][CH:9]=1)([C:11]1[CH:12]=[CH:13][C:14]([OH:17])=[CH:15][CH:16]=1)[CH3:1].[SiH2:18]([C:27]1[CH:32]=[CH:31][CH:30]=[CH:29][C:28]=1[OH:33])[O:19][C:20]1[CH:25]=[CH:24][CH:23]=[CH:22][C:21]=1[OH:26].[C:34]1([O:44][CH3:45])[C:35](=[CH:37][CH:38]=[C:39]([CH:43]=1)[CH2:40][CH:41]=[CH2:42])[OH:36], predict the reactants needed to synthesize it. The reactants are: [CH3:1][C:2]([C:11]1[CH:12]=[CH:13][C:14]([OH:17])=[CH:15][CH:16]=1)([C:4]1[CH:5]=[CH:6][C:7]([OH:10])=[CH:8][CH:9]=1)[CH3:3].[SiH2:18]([C:27]1[CH:32]=[CH:31][CH:30]=[CH:29][C:28]=1[OH:33])[O:19][C:20]1[CH:25]=[CH:24][CH:23]=[CH:22][C:21]=1[OH:26].[C:34]1([O:44][CH3:45])[C:35](=[CH:37][CH:38]=[C:39]([CH:43]=1)[CH2:40][CH:41]=[CH2:42])[OH:36].C(C1C=CC(O)=CC=1)(C1C=CC=CC=1)(C)C.C(Cl)(Cl)=O.[OH-].[Na+]. (6) Given the product [C:27]([C:24]1[N:23]=[C:22]([NH:31][CH2:32][CH2:33][CH2:34][O:35][CH3:36])[C:21]([C:19]([N:14]([CH2:15][CH:16]([CH3:18])[CH3:17])[C@H:12]2[CH2:11][C@@H:10]([C:37]([N:41]3[CH2:42][CH2:43][C:44]4[C:49](=[CH:48][CH:47]=[CH:46][CH:45]=4)[CH2:40]3)=[O:38])[CH2:9][N:8]([C:6]([O:5][C:1]([CH3:4])([CH3:3])[CH3:2])=[O:7])[CH2:13]2)=[O:20])=[CH:26][N:25]=1)([CH3:29])([CH3:30])[CH3:28], predict the reactants needed to synthesize it. The reactants are: [C:1]([O:5][C:6]([N:8]1[CH2:13][C@@H:12]([N:14]([C:19]([C:21]2[C:22]([NH:31][CH2:32][CH2:33][CH2:34][O:35][CH3:36])=[N:23][C:24]([C:27]([CH3:30])([CH3:29])[CH3:28])=[N:25][CH:26]=2)=[O:20])[CH2:15][CH:16]([CH3:18])[CH3:17])[CH2:11][C@@H:10]([C:37](O)=[O:38])[CH2:9]1)=[O:7])([CH3:4])([CH3:3])[CH3:2].[CH2:40]1[C:49]2[C:44](=[CH:45][CH:46]=[CH:47][CH:48]=2)[CH2:43][CH2:42][NH:41]1.C1C=CC2N(O)N=NC=2C=1.CCN=C=NCCCN(C)C.Cl. (7) Given the product [C:34]([N:31]1[CH2:30][CH2:29][CH:28]([NH:27][C:25]([C:21]2[C:17]3[N:18]=[CH:19][N:20]=[C:15]([C:8]4[CH:9]=[CH:10][C:11]([O:13][CH3:14])=[CH:12][C:7]=4[O:6][CH2:5][CH:2]4[CH2:4][CH2:3]4)[C:16]=3[NH:23][C:22]=2[CH3:24])=[O:26])[CH2:33][CH2:32]1)(=[O:36])[CH3:35], predict the reactants needed to synthesize it. The reactants are: Cl.[CH:2]1([CH2:5][O:6][C:7]2[CH:12]=[C:11]([O:13][CH3:14])[CH:10]=[CH:9][C:8]=2[C:15]2[C:16]3[NH:23][C:22]([CH3:24])=[C:21]([C:25]([NH:27][CH:28]4[CH2:33][CH2:32][NH:31][CH2:30][CH2:29]4)=[O:26])[C:17]=3[N:18]=[CH:19][N:20]=2)[CH2:4][CH2:3]1.[C:34](Cl)(=[O:36])[CH3:35]. (8) Given the product [Cl:21][C:17]1[CH:16]=[C:15]([C:14]2[CH:13]=[N:12][N:9]3[CH:10]=[CH:11][C:6]([C:4]([OH:5])=[O:3])=[N:7][C:8]=23)[CH:20]=[CH:19][CH:18]=1, predict the reactants needed to synthesize it. The reactants are: C([O:3][C:4]([C:6]1[CH:11]=[CH:10][N:9]2[N:12]=[CH:13][C:14]([C:15]3[CH:20]=[CH:19][CH:18]=[C:17]([Cl:21])[CH:16]=3)=[C:8]2[N:7]=1)=[O:5])C.CO.[OH-].[Na+].Cl. (9) Given the product [CH3:14][C:13]([Si:10]([CH3:12])([CH3:11])[O:1][CH2:2][CH2:3][N:4]1[CH2:9][CH2:8][NH:7][CH2:6][CH2:5]1)([CH3:16])[CH3:15], predict the reactants needed to synthesize it. The reactants are: [OH:1][CH2:2][CH2:3][N:4]1[CH2:9][CH2:8][NH:7][CH2:6][CH2:5]1.[Si:10](Cl)([C:13]([CH3:16])([CH3:15])[CH3:14])([CH3:12])[CH3:11]. (10) Given the product [Si:13]([O:20][CH2:21][C:22]1[CH:23]=[C:24]([NH:33][C:5](=[O:11])[N:55]([CH2:56][C:57]2[CH:58]=[CH:59][C:60]([C:61]([NH:63][C:64]3[N:65]=[N:66][NH:67][N:68]=3)=[O:62])=[CH:69][CH:70]=2)[C:52]2[CH:51]=[CH:50][C:49]([CH:43]3[CH2:48][CH2:47][CH2:46][CH2:45][CH2:44]3)=[CH:54][CH:53]=2)[CH:25]=[CH:26][C:27]=1[O:28][C:29]([F:31])([F:32])[F:30])([C:16]([CH3:19])([CH3:18])[CH3:17])([CH3:15])[CH3:14], predict the reactants needed to synthesize it. The reactants are: ClC(Cl)(O[C:5](=[O:11])OC(Cl)(Cl)Cl)Cl.[Si:13]([O:20][CH2:21][C:22]1[CH:23]=[C:24]([NH2:33])[CH:25]=[CH:26][C:27]=1[O:28][C:29]([F:32])([F:31])[F:30])([C:16]([CH3:19])([CH3:18])[CH3:17])([CH3:15])[CH3:14].C(N(C(C)C)CC)(C)C.[CH:43]1([C:49]2[CH:54]=[CH:53][C:52]([NH:55][CH2:56][C:57]3[CH:70]=[CH:69][C:60]([C:61]([NH:63][C:64]4[N:65]=[N:66][NH:67][N:68]=4)=[O:62])=[CH:59][CH:58]=3)=[CH:51][CH:50]=2)[CH2:48][CH2:47][CH2:46][CH2:45][CH2:44]1.